This data is from Forward reaction prediction with 1.9M reactions from USPTO patents (1976-2016). The task is: Predict the product of the given reaction. (1) Given the reactants Br[CH:2]([CH3:8])[C:3]([O:5][CH2:6][CH3:7])=[O:4].[I-].[Na+].[Br:11][C:12]1[CH:13]=[CH:14][C:15](=[O:18])[NH:16][CH:17]=1.CC([O-])(C)C.[K+].C([O-])([O-])=O.[K+].[K+].IC(C)C(OCC)=O, predict the reaction product. The product is: [Br:11][C:12]1[CH:13]=[CH:14][C:15](=[O:18])[N:16]([CH:2]([CH3:8])[C:3]([O:5][CH2:6][CH3:7])=[O:4])[CH:17]=1. (2) Given the reactants [C:1]([O:4][C@@H:5]1[C:14]2[C:9](=[N:10][C:11]([C:21]3[CH:26]=[CH:25][CH:24]=[CH:23][CH:22]=3)=[C:12]([C:15]3[CH:20]=[CH:19][CH:18]=[CH:17][CH:16]=3)[N:13]=2)[NH:8][CH2:7][CH2:6]1)(=[O:3])[CH3:2].O=[CH:28][CH2:29][CH2:30][CH2:31][CH2:32][CH2:33][C:34]([O:36][CH2:37][CH3:38])=[O:35].C(O[BH-](OC(=O)C)OC(=O)C)(=O)C.[Na+].O, predict the reaction product. The product is: [C:1]([O:4][C@@H:5]1[C:14]2[C:9](=[N:10][C:11]([C:21]3[CH:26]=[CH:25][CH:24]=[CH:23][CH:22]=3)=[C:12]([C:15]3[CH:20]=[CH:19][CH:18]=[CH:17][CH:16]=3)[N:13]=2)[N:8]([CH2:28][CH2:29][CH2:30][CH2:31][CH2:32][CH2:33][C:34]([O:36][CH2:37][CH3:38])=[O:35])[CH2:7][CH2:6]1)(=[O:3])[CH3:2]. (3) Given the reactants [C:1]1([C:7]([OH:12])([CH3:11])[CH2:8][CH2:9][OH:10])[CH:6]=[CH:5][CH:4]=[CH:3][CH:2]=1.[S:13](Cl)([C:16]1[CH:22]=[CH:21][C:19]([CH3:20])=[CH:18][CH:17]=1)(=[O:15])=[O:14].C(N(CC)CC)C.O, predict the reaction product. The product is: [CH3:20][C:19]1[CH:21]=[CH:22][C:16]([S:13]([O:10][CH2:9][CH2:8][C:7]([OH:12])([C:1]2[CH:6]=[CH:5][CH:4]=[CH:3][CH:2]=2)[CH3:11])(=[O:15])=[O:14])=[CH:17][CH:18]=1. (4) Given the reactants [OH:1][CH2:2][CH2:3][N:4]1[CH2:9][CH2:8][NH:7][CH2:6][CH2:5]1.[CH2:10]([O:12][C:13]1[CH:18]=[CH:17][C:16]([S:19](Cl)(=[O:21])=[O:20])=[CH:15][C:14]=1[C:23]1[NH:28][C:27](=[O:29])[N:26]2[C:30]([CH3:36])=[N:31][C:32]([CH2:33][CH2:34][CH3:35])=[C:25]2[N:24]=1)[CH3:11], predict the reaction product. The product is: [CH2:10]([O:12][C:13]1[CH:18]=[CH:17][C:16]([S:19]([N:7]2[CH2:8][CH2:9][N:4]([CH2:3][CH2:2][OH:1])[CH2:5][CH2:6]2)(=[O:21])=[O:20])=[CH:15][C:14]=1[C:23]1[NH:28][C:27](=[O:29])[N:26]2[C:30]([CH3:36])=[N:31][C:32]([CH2:33][CH2:34][CH3:35])=[C:25]2[N:24]=1)[CH3:11]. (5) The product is: [O:1]1[C:6]2[CH:7]=[CH:8][CH:9]=[CH:10][C:5]=2[N:4]([C:21]([N:32]2[CH2:36][CH:35]=[C:34]([O:37][S:38]([C:41]([F:42])([F:43])[F:44])(=[O:39])=[O:40])[CH2:33]2)=[O:23])[CH2:3][CH2:2]1. Given the reactants [O:1]1[C:6]2[CH:7]=[CH:8][CH:9]=[CH:10][C:5]=2[NH:4][CH2:3][CH2:2]1.C(N(C(C)C)CC)(C)C.Cl[C:21](Cl)([O:23]C(=O)OC(Cl)(Cl)Cl)Cl.[NH:32]1[CH2:36][CH:35]=[C:34]([O:37][S:38]([C:41]([F:44])([F:43])[F:42])(=[O:40])=[O:39])[CH2:33]1, predict the reaction product. (6) Given the reactants C(OC(=O)[NH:10][CH2:11][C:12]1[NH:16][N:15]=[C:14]([C:17]2[C:25]3[C:20](=[N:21][CH:22]=[CH:23][CH:24]=3)[NH:19][CH:18]=2)[N:13]=1)C1C=CC=CC=1, predict the reaction product. The product is: [NH:19]1[C:20]2=[N:21][CH:22]=[CH:23][CH:24]=[C:25]2[C:17]([C:14]2[N:13]=[C:12]([CH2:11][NH2:10])[NH:16][N:15]=2)=[CH:18]1. (7) The product is: [CH3:1][O:2][C:3]([C:5]1[CH:10]=[C:9]([CH2:11][N:29]([CH2:30][C:31]([O:33][C:34]([CH3:37])([CH3:36])[CH3:35])=[O:32])[CH:25]2[C:26]3[C:22](=[C:21]([CH3:38])[C:20]([C:18]([O:17][C:13]([CH3:16])([CH3:15])[CH3:14])=[O:19])=[CH:28][CH:27]=3)[CH2:23][CH2:24]2)[N:8]=[CH:7][N:6]=1)=[O:4]. Given the reactants [CH3:1][O:2][C:3]([C:5]1[CH:10]=[C:9]([CH2:11]Br)[N:8]=[CH:7][N:6]=1)=[O:4].[C:13]([O:17][C:18]([C:20]1[C:21]([CH3:38])=[C:22]2[C:26](=[CH:27][CH:28]=1)[CH:25]([NH:29][CH2:30][C:31]([O:33][C:34]([CH3:37])([CH3:36])[CH3:35])=[O:32])[CH2:24][CH2:23]2)=[O:19])([CH3:16])([CH3:15])[CH3:14].C(N(CC)CC)C, predict the reaction product. (8) Given the reactants [C:1]([N:5]([C:26](=[O:35])[C:27]1[CH:32]=[C:31]([CH3:33])[CH:30]=[C:29]([CH3:34])[CH:28]=1)[NH:6][C:7](=[O:25])[C:8]1[CH:13]=[CH:12][C:11]([CH:14]=O)=[C:10]([B:16]2OC(C)(C)C(C)(C)[O:17]2)[CH:9]=1)([CH3:4])([CH3:3])[CH3:2].[NH2:36][NH2:37], predict the reaction product. The product is: [C:1]([N:5]([C:26](=[O:35])[C:27]1[CH:32]=[C:31]([CH3:33])[CH:30]=[C:29]([CH3:34])[CH:28]=1)[NH:6][C:7]([C:8]1[CH:13]=[CH:12][C:11]2[CH:14]=[N:37][NH:36][B:16]([OH:17])[C:10]=2[CH:9]=1)=[O:25])([CH3:4])([CH3:3])[CH3:2]. (9) Given the reactants FC(F)(F)S(O[C:7]1[CH:8]=[C:9]2[C:14](=[CH:15][CH:16]=1)[CH:13]=[C:12]([C:17]#[N:18])[CH:11]=[CH:10]2)(=O)=O.C([O-])([O-])=O.[Cs+].[Cs+].[CH3:27][O:28][C:29]1[CH:30]=[C:31](B(O)O)[CH:32]=[CH:33][CH:34]=1, predict the reaction product. The product is: [CH3:27][O:28][C:29]1[CH:34]=[C:33]([C:7]2[CH:8]=[C:9]3[C:14](=[CH:15][CH:16]=2)[CH:13]=[C:12]([C:17]#[N:18])[CH:11]=[CH:10]3)[CH:32]=[CH:31][CH:30]=1.